Dataset: Full USPTO retrosynthesis dataset with 1.9M reactions from patents (1976-2016). Task: Predict the reactants needed to synthesize the given product. Given the product [Cl:37][C:34]1[CH:35]=[CH:36][C:31]([C:24]2[C:25]3[C:30](=[CH:29][CH:28]=[CH:27][CH:26]=3)[C:21]([NH:20][C:17]3[CH:16]=[CH:15][C:14]([S:13][C:12]4[N:7]5[N:6]=[C:5]([OH:4])[CH:38]=[C:8]5[N:9]=[CH:10][CH:11]=4)=[CH:19][CH:18]=3)=[N:22][N:23]=2)=[CH:32][CH:33]=1, predict the reactants needed to synthesize it. The reactants are: C([O:4][C:5]1[CH:38]=[C:8]2[N:9]=[CH:10][CH:11]=[C:12]([S:13][C:14]3[CH:19]=[CH:18][C:17]([NH:20][C:21]4[C:30]5[C:25](=[CH:26][CH:27]=[CH:28][CH:29]=5)[C:24]([C:31]5[CH:36]=[CH:35][C:34]([Cl:37])=[CH:33][CH:32]=5)=[N:23][N:22]=4)=[CH:16][CH:15]=3)[N:7]2[N:6]=1)C=C.C([O-])=O.[NH4+].